This data is from Full USPTO retrosynthesis dataset with 1.9M reactions from patents (1976-2016). The task is: Predict the reactants needed to synthesize the given product. (1) Given the product [CH3:10][N:5]1[CH:6]=[CH:7][C:8]2[O:9][CH2:13][C:14](=[O:15])[NH:2][C:3]=2[C:4]1=[O:11], predict the reactants needed to synthesize it. The reactants are: Cl.[NH2:2][C:3]1[C:4](=[O:11])[N:5]([CH3:10])[CH:6]=[CH:7][C:8]=1[OH:9].Cl[CH2:13][C:14](Cl)=[O:15].N1C=CC=CC=1.OS([O-])(=O)=O.[K+].C(=O)([O-])[O-].[Cs+].[Cs+]. (2) Given the product [CH3:21][C:4]([CH2:5][CH2:6][CH:7]=[C:8]([CH3:20])[CH2:9][CH2:10][CH:11]=[C:12]([CH3:19])[CH2:13][CH2:14][CH:15]=[C:16]([CH3:18])[CH3:17])=[CH:3][CH2:2][O:22][CH2:23][CH:24]([CH2:26][OH:27])[OH:25], predict the reactants needed to synthesize it. The reactants are: Cl[CH2:2][CH:3]=[C:4]([CH3:21])[CH2:5][CH2:6][CH:7]=[C:8]([CH3:20])[CH2:9][CH2:10][CH:11]=[C:12]([CH3:19])[CH2:13][CH2:14][CH:15]=[C:16]([CH3:18])[CH3:17].[OH:22][CH2:23][CH:24]([CH2:26][OH:27])[OH:25]. (3) Given the product [C:4]1([CH:9]=[CH:8][CH:7]=[C:6]([OH:11])[C:5]=1[OH:12])[OH:3], predict the reactants needed to synthesize it. The reactants are: [OH-].[Na+].[OH:3][C:4]1[CH:9]=[CH:8][C:7](O)=[C:6]([OH:11])[C:5]=1[OH:12]. (4) Given the product [Cl:8][C:6]1[CH:7]=[C:2]([C:30]2[C:27]3[S:28][C:29]4[C:21]([C:15]5[CH:20]=[CH:19][CH:18]=[CH:17][CH:16]=5)=[CH:22][CH:23]=[CH:24][C:25]=4[C:26]=3[CH:33]=[CH:32][CH:31]=2)[CH:3]=[C:4]([C:9]2[CH:14]=[CH:13][CH:12]=[CH:11][CH:10]=2)[CH:5]=1, predict the reactants needed to synthesize it. The reactants are: Br[C:2]1[CH:3]=[C:4]([C:9]2[CH:14]=[CH:13][CH:12]=[CH:11][CH:10]=2)[CH:5]=[C:6]([Cl:8])[CH:7]=1.[C:15]1([C:21]2[C:29]3[S:28][C:27]4[C:30](B(O)O)=[CH:31][CH:32]=[CH:33][C:26]=4[C:25]=3[CH:24]=[CH:23][CH:22]=2)[CH:20]=[CH:19][CH:18]=[CH:17][CH:16]=1.C([O-])([O-])=O.[K+].[K+]. (5) Given the product [N+:14]([C:10]1[CH:9]=[C:8]([C:5]2[CH:6]=[CH:7][C:2]3[NH:1][C:21]([CH3:23])([CH3:20])[O:19][CH:17]([CH3:18])[C:3]=3[CH:4]=2)[CH:13]=[CH:12][CH:11]=1)([O-:16])=[O:15], predict the reactants needed to synthesize it. The reactants are: [NH2:1][C:2]1[CH:7]=[CH:6][C:5]([C:8]2[CH:13]=[CH:12][CH:11]=[C:10]([N+:14]([O-:16])=[O:15])[CH:9]=2)=[CH:4][C:3]=1[CH:17]([OH:19])[CH3:18].[CH3:20][C:21]([CH3:23])=O. (6) Given the product [NH2:15][C:10]1[N:11]=[C:12]([CH3:14])[N:13]=[C:8]([C:7]2[C:2]([NH:55][C:53]3[CH:54]=[C:49]4[N:48]=[CH:47][N:46]([CH3:45])[C:50]4=[N:51][CH:52]=3)=[N:3][CH:4]=[C:5]([CH2:34][N:35]3[CH2:40][CH2:39][N:38]([S:41]([CH3:44])(=[O:43])=[O:42])[CH2:37][CH2:36]3)[CH:6]=2)[N:9]=1, predict the reactants needed to synthesize it. The reactants are: F[C:2]1[C:7]([C:8]2[N:13]=[C:12]([CH3:14])[N:11]=[C:10]([N:15](CC3C=CC(OC)=CC=3)CC3C=CC(OC)=CC=3)[N:9]=2)=[CH:6][C:5]([CH2:34][N:35]2[CH2:40][CH2:39][N:38]([S:41]([CH3:44])(=[O:43])=[O:42])[CH2:37][CH2:36]2)=[CH:4][N:3]=1.[CH3:45][N:46]1[C:50]2=[N:51][CH:52]=[C:53]([NH2:55])[CH:54]=[C:49]2[N:48]=[CH:47]1. (7) Given the product [OH:13][CH2:14][C@@H:15]1[CH2:19][C:18](=[CH2:20])[CH2:17][N:16]1[C:21]([C:23]1[CH:28]=[C:27]([O:29][CH3:30])[C:26]([O:31][CH2:32][CH2:33][CH2:34][CH2:35][CH2:36][O:37][C:38]2[CH:43]=[C:42]([NH:44][C:45]([O:47][CH2:48][C@H:49]([S:51][S:52][C:53]3[C:58]([N+:59]([O-:61])=[O:60])=[CH:57][CH:56]=[CH:55][N:54]=3)[CH3:50])=[O:46])[C:41]([C:62]([N:64]3[CH2:68][C:67](=[CH2:69])[CH2:66][C@H:65]3[CH2:70][OH:71])=[O:63])=[CH:40][C:39]=2[O:79][CH3:80])=[CH:25][C:24]=1[NH:81][C:82](=[O:88])[O:83][C:84]([CH3:87])([CH3:86])[CH3:85])=[O:22], predict the reactants needed to synthesize it. The reactants are: C(O)(=O)C.O.[Si]([O:13][CH2:14][C@@H:15]1[CH2:19][C:18](=[CH2:20])[CH2:17][N:16]1[C:21]([C:23]1[CH:28]=[C:27]([O:29][CH3:30])[C:26]([O:31][CH2:32][CH2:33][CH2:34][CH2:35][CH2:36][O:37][C:38]2[CH:43]=[C:42]([NH:44][C:45]([O:47][CH2:48][C@H:49]([S:51][S:52][C:53]3[C:58]([N+:59]([O-:61])=[O:60])=[CH:57][CH:56]=[CH:55][N:54]=3)[CH3:50])=[O:46])[C:41]([C:62]([N:64]3[CH2:68][C:67](=[CH2:69])[CH2:66][C@H:65]3[CH2:70][O:71][Si](C(C)(C)C)(C)C)=[O:63])=[CH:40][C:39]=2[O:79][CH3:80])=[CH:25][C:24]=1[NH:81][C:82](=[O:88])[O:83][C:84]([CH3:87])([CH3:86])[CH3:85])=[O:22])(C(C)(C)C)(C)C.C(=O)(O)[O-].[Na+]. (8) Given the product [CH3:17][O:8][C:7](=[O:9])[C:6]1[CH:10]=[C:2]([Br:1])[CH:3]=[N:4][C:5]=1[Cl:11], predict the reactants needed to synthesize it. The reactants are: [Br:1][C:2]1[CH:3]=[N:4][C:5]([Cl:11])=[C:6]([CH:10]=1)[C:7]([OH:9])=[O:8].OS(O)(=O)=O.[CH3:17]O. (9) Given the product [Br:1][C:2]1[CH:3]=[CH:4][C:5]([O:10][C@H:11]2[CH2:16][CH2:15][N:14]([C:19](=[O:20])[CH2:18][OH:21])[CH2:13][C@H:12]2[F:17])=[C:6]([CH:9]=1)[C:7]#[N:8], predict the reactants needed to synthesize it. The reactants are: [Br:1][C:2]1[CH:3]=[CH:4][C:5]([O:10][C@H:11]2[CH2:16][CH2:15][NH:14][CH2:13][C@H:12]2[F:17])=[C:6]([CH:9]=1)[C:7]#[N:8].[C:18](O)(=[O:21])[CH2:19][OH:20].C(N(CC)C(C)C)(C)C.CN(C(ON1N=NC2C=CC=NC1=2)=[N+](C)C)C.F[P-](F)(F)(F)(F)F.